This data is from Reaction yield outcomes from USPTO patents with 853,638 reactions. The task is: Predict the reaction yield, written as a fraction of the theoretical maximum amount of product (1.0 means a 100% yield; for example, 0.34 means a 34% yield). The reactants are Cl[C:2]1[C:3]([NH:8][CH3:9])=[N:4][CH:5]=[CH:6][N:7]=1.[NH2:10][C:11]1[CH:16]=[CH:15][CH:14]=[C:13]([CH3:17])[CH:12]=1.CC(C)([O-])C.[Na+]. The catalyst is C1(C)C=CC=CC=1.C1C=CC(/C=C/C(/C=C/C2C=CC=CC=2)=O)=CC=1.C1C=CC(/C=C/C(/C=C/C2C=CC=CC=2)=O)=CC=1.C1C=CC(/C=C/C(/C=C/C2C=CC=CC=2)=O)=CC=1.[Pd].[Pd].C1(P(C2C=CC=CC=2)C2C=CC3C(=CC=CC=3)C=2C2C3C(=CC=CC=3)C=CC=2P(C2C=CC=CC=2)C2C=CC=CC=2)C=CC=CC=1. The product is [CH3:9][NH:8][C:3]1[C:2]([NH:10][C:11]2[CH:12]=[C:13]([CH3:17])[CH:14]=[CH:15][CH:16]=2)=[N:7][CH:6]=[CH:5][N:4]=1. The yield is 0.302.